Dataset: Full USPTO retrosynthesis dataset with 1.9M reactions from patents (1976-2016). Task: Predict the reactants needed to synthesize the given product. (1) Given the product [CH:31]1([C:30]2[C:15]3[C:14]([N:11]4[CH2:10][CH2:9][NH:8][CH2:13][CH2:12]4)=[N:19][C:18]([C:20]4[CH:25]=[CH:24][N:23]=[C:22]([NH:46][C:43]5[CH:44]=[N:45][C:40]([N:34]6[CH2:35][CH2:36][O:37][CH2:38][CH2:39]6)=[CH:41][CH:42]=5)[CH:21]=4)=[N:17][C:16]=3[CH:27]=[N:28][CH:29]=2)[CH2:32][CH2:33]1, predict the reactants needed to synthesize it. The reactants are: C(OC([N:8]1[CH2:13][CH2:12][N:11]([C:14]2[C:15]3[C:30]([CH:31]4[CH2:33][CH2:32]4)=[CH:29][N:28]=[CH:27][C:16]=3[N:17]=[C:18]([C:20]3[CH:25]=[CH:24][N:23]=[C:22](Cl)[CH:21]=3)[N:19]=2)[CH2:10][CH2:9]1)=O)(C)(C)C.[N:34]1([C:40]2[N:45]=[CH:44][C:43]([NH2:46])=[CH:42][CH:41]=2)[CH2:39][CH2:38][O:37][CH2:36][CH2:35]1. (2) Given the product [Cl:1][C:2]1[CH:7]=[CH:6][C:5]2[C:8]3[C:9]([CH:16]([CH2:29][C:30]([N:32]4[CH2:37][CH2:36][CH:35]([C:38]([OH:40])=[O:39])[CH2:34][CH2:33]4)=[O:31])[O:17][CH:18]([C:19]4[CH:24]=[CH:23][CH:22]=[C:21]([O:25][CH3:26])[C:20]=4[O:27][CH3:28])[C:4]=2[CH:3]=1)=[N:10][O:11][C:12]=3[CH:13]([CH3:15])[CH3:14], predict the reactants needed to synthesize it. The reactants are: [Cl:1][C:2]1[CH:7]=[CH:6][C:5]2[C:8]3[C:9]([CH:16]([CH2:29][C:30]([N:32]4[CH2:37][CH2:36][CH:35]([C:38]([O:40]CC)=[O:39])[CH2:34][CH2:33]4)=[O:31])[O:17][CH:18]([C:19]4[CH:24]=[CH:23][CH:22]=[C:21]([O:25][CH3:26])[C:20]=4[O:27][CH3:28])[C:4]=2[CH:3]=1)=[N:10][O:11][C:12]=3[CH:13]([CH3:15])[CH3:14].Cl.O. (3) Given the product [C:22]([C:19]1[CH:18]=[CH:17][C:16]([C:13]2[O:12][C:11]([C@H:10]([NH:24][C:25]3[CH:32]=[CH:31][C:28]([C:29]#[N:30])=[C:27]([C:33]([F:34])([F:36])[F:35])[C:26]=3[CH3:37])[C@H:9]([OH:8])[CH3:38])=[N:15][N:14]=2)=[CH:21][CH:20]=1)#[N:23], predict the reactants needed to synthesize it. The reactants are: [Si]([O:8][C@H:9]([CH3:38])[C@@H:10]([NH:24][C:25]1[CH:32]=[CH:31][C:28]([C:29]#[N:30])=[C:27]([C:33]([F:36])([F:35])[F:34])[C:26]=1[CH3:37])[C:11]1[O:12][C:13]([C:16]2[CH:21]=[CH:20][C:19]([C:22]#[N:23])=[CH:18][CH:17]=2)=[N:14][N:15]=1)(C(C)(C)C)(C)C.CCCC[N+](CCCC)(CCCC)CCCC.[F-]. (4) Given the product [C:23]1([CH3:28])[CH:24]=[CH:25][CH:26]=[CH:27][C:22]=1[N:11]1[CH2:12][CH2:13][CH2:14][N:8]([C:1]([O:3][C:4]([CH3:7])([CH3:6])[CH3:5])=[O:2])[CH2:9][CH2:10]1, predict the reactants needed to synthesize it. The reactants are: [C:1]([N:8]1[CH2:14][CH2:13][CH2:12][NH:11][CH2:10][CH2:9]1)([O:3][C:4]([CH3:7])([CH3:6])[CH3:5])=[O:2].O(C(C)(C)C)[Na].Br[C:22]1[CH:27]=[CH:26][CH:25]=[CH:24][C:23]=1[CH3:28]. (5) The reactants are: C(OC([N:8]([CH3:59])[C@H:9]([C:13]([NH:15][C@H:16]([C:20]([N:22]([C@@H:24]([C@@H:55]([CH3:58])[CH2:56][CH3:57])[C@H:25]([O:53][CH3:54])[CH2:26][C:27]([N:29]1[CH2:33][CH2:32][CH2:31][C@H:30]1[C@H:34]([O:51][CH3:52])[C@@H:35]([CH3:50])[C:36]([NH:38][C@H:39]([C:47]([OH:49])=O)[CH2:40][C:41]1[CH:46]=[CH:45][CH:44]=[CH:43][CH:42]=1)=[O:37])=[O:28])[CH3:23])=[O:21])[CH:17]([CH3:19])[CH3:18])=[O:14])C(C)C)=O)(C)(C)C.[NH:60]1[CH2:65][CH2:64][O:63][CH2:62][CH2:61]1.[CH:66]1[CH:67]=CC2N(O)N=NC=2[CH:71]=1.F[C:77](F)(F)[C:78]([OH:80])=[O:79].F[C:84](F)(F)[C:85]([O-])=O.O=CCCC(O)=O.C([BH3-])#N.[Na+]. Given the product [C:78]([CH2:77][CH2:84][CH2:85][N:8]([CH3:59])[C@H:9]([C:13]([NH:15][C@H:16]([C:20]([N:22]([C@@H:24]([C@@H:55]([CH3:58])[CH2:56][CH3:57])[C@H:25]([O:53][CH3:54])[CH2:26][C:27]([N:29]1[CH2:33][CH2:32][CH2:31][C@H:30]1[C@H:34]([O:51][CH3:52])[C@@H:35]([CH3:50])[C:36]([NH:38][C@@H:39]([CH2:40][C:41]1[CH:46]=[CH:45][CH:44]=[CH:43][CH:42]=1)[C:47]([N:60]1[CH2:65][CH2:64][O:63][CH2:62][CH2:61]1)=[O:49])=[O:37])=[O:28])[CH3:23])=[O:21])[CH:17]([CH3:19])[CH3:18])=[O:14])[CH:66]([CH3:67])[CH3:71])([OH:80])=[O:79], predict the reactants needed to synthesize it. (6) Given the product [CH2:26]([O:9][C:6]1[CH:5]=[C:4]([CH2:10][C:11]([CH3:14])([CH3:13])[CH3:12])[C:3]([O:2][CH3:1])=[N:8][CH:7]=1)[C:27]1[CH:32]=[CH:31][CH:30]=[CH:29][CH:28]=1, predict the reactants needed to synthesize it. The reactants are: [CH3:1][O:2][C:3]1[N:8]=[CH:7][C:6]([OH:9])=[CH:5][C:4]=1[CH2:10][C:11]([CH3:14])([CH3:13])[CH3:12].C(=O)([O-])[O-].[K+].[K+].CN(C=O)C.[CH2:26](Br)[C:27]1[CH:32]=[CH:31][CH:30]=[CH:29][CH:28]=1. (7) Given the product [Cl:24][C:25]1[CH:31]=[C:30]([Cl:32])[CH:29]=[CH:28][C:26]=1[NH:27][C:1]([C:4]12[CH2:5][CH2:6][C:7]([NH:12][CH2:13][C:14]([N:16]3[CH2:20][C@@H:19]([F:21])[CH2:18][C@H:17]3[C:22]#[N:23])=[O:15])([CH2:8][CH2:9]1)[CH2:10][CH2:11]2)=[O:2], predict the reactants needed to synthesize it. The reactants are: [C:1]([C:4]12[CH2:11][CH2:10][C:7]([NH:12][CH2:13][C:14]([N:16]3[CH2:20][C@@H:19]([F:21])[CH2:18][C@H:17]3[C:22]#[N:23])=[O:15])([CH2:8][CH2:9]1)[CH2:6][CH2:5]2)(O)=[O:2].[Cl:24][C:25]1[CH:31]=[C:30]([Cl:32])[CH:29]=[CH:28][C:26]=1[NH2:27]. (8) Given the product [C:12]([O:16][C:17]([N:19]1[CH2:24][CH2:23][N:22]([C:25]([C:26]2[CH:31]=[CH:30][C:29]([C:32]3[CH:37]=[CH:36][CH:35]=[CH:34][N+:33]=3[O-:9])=[CH:28][CH:27]=2)=[O:38])[CH2:21][CH2:20]1)=[O:18])([CH3:15])([CH3:13])[CH3:14], predict the reactants needed to synthesize it. The reactants are: ClC1C=CC=C(C(OO)=[O:9])C=1.[C:12]([O:16][C:17]([N:19]1[CH2:24][CH2:23][N:22]([C:25](=[O:38])[C:26]2[CH:31]=[CH:30][C:29]([C:32]3[CH:37]=[CH:36][CH:35]=[CH:34][N:33]=3)=[CH:28][CH:27]=2)[CH2:21][CH2:20]1)=[O:18])([CH3:15])([CH3:14])[CH3:13].S([O-])([O-])(=O)=S.[Na+].[Na+].[Na+].[Cl-].